Dataset: NCI-60 drug combinations with 297,098 pairs across 59 cell lines. Task: Regression. Given two drug SMILES strings and cell line genomic features, predict the synergy score measuring deviation from expected non-interaction effect. (1) Drug 1: C1CC(=O)NC(=O)C1N2CC3=C(C2=O)C=CC=C3N. Drug 2: C1=C(C(=O)NC(=O)N1)F. Cell line: K-562. Synergy scores: CSS=48.6, Synergy_ZIP=-5.44, Synergy_Bliss=-15.3, Synergy_Loewe=-23.9, Synergy_HSA=-13.3. (2) Drug 1: CC1C(C(CC(O1)OC2CC(CC3=C2C(=C4C(=C3O)C(=O)C5=C(C4=O)C(=CC=C5)OC)O)(C(=O)C)O)N)O.Cl. Drug 2: C1C(C(OC1N2C=NC(=NC2=O)N)CO)O. Cell line: OVCAR3. Synergy scores: CSS=29.6, Synergy_ZIP=-5.45, Synergy_Bliss=-0.304, Synergy_Loewe=1.57, Synergy_HSA=1.97.